This data is from Reaction yield outcomes from USPTO patents with 853,638 reactions. The task is: Predict the reaction yield, written as a fraction of the theoretical maximum amount of product (1.0 means a 100% yield; for example, 0.34 means a 34% yield). (1) The reactants are C([O:5][C:6](=O)[C@@H:7]([O:9][C:10]1[CH:33]=[CH:32][C:13]2[C:14]3[N:18]([CH2:19][CH2:20][O:21][C:12]=2[CH:11]=1)[CH:17]=[C:16]([C:22]1[N:23]([CH2:27][C:28]([F:31])([F:30])[F:29])[N:24]=[CH:25][N:26]=1)[N:15]=3)[CH3:8])(C)(C)C.C(O)(C(F)(F)F)=O.C[N:43](C(ON1N=NC2C=CC=NC1=2)=[N+](C)C)C.F[P-](F)(F)(F)(F)F.[Cl-].[NH4+].C(N(CC)CC)C. The catalyst is C(Cl)Cl. The product is [F:29][C:28]([F:31])([F:30])[CH2:27][N:23]1[C:22]([C:16]2[N:15]=[C:14]3[C:13]4[CH:32]=[CH:33][C:10]([O:9][C@@H:7]([CH3:8])[C:6]([NH2:43])=[O:5])=[CH:11][C:12]=4[O:21][CH2:20][CH2:19][N:18]3[CH:17]=2)=[N:26][CH:25]=[N:24]1. The yield is 0.470. (2) The reactants are Br[C:2]1[CH:7]=[CH:6][C:5]([C:8]#[N:9])=[CH:4][N:3]=1.[CH:10]([NH2:13])([CH3:12])[CH3:11]. The catalyst is O. The product is [CH:10]([NH:13][C:2]1[CH:7]=[CH:6][C:5]([C:8]#[N:9])=[CH:4][N:3]=1)([CH3:12])[CH3:11]. The yield is 0.790. (3) The reactants are [Br:1][C:2]1[CH:7]=[CH:6][C:5]([CH2:8][C@@H:9]([NH:14][C:15]([O:17][C:18]([CH3:21])([CH3:20])[CH3:19])=[O:16])[CH2:10][C:11]([OH:13])=[O:12])=[CH:4][CH:3]=1.C([O-])(O)=O.[Na+].[CH2:27](I)[CH3:28]. The catalyst is CN(C=O)C. The product is [Br:1][C:2]1[CH:3]=[CH:4][C:5]([CH2:8][C@@H:9]([NH:14][C:15]([O:17][C:18]([CH3:21])([CH3:20])[CH3:19])=[O:16])[CH2:10][C:11]([O:13][CH2:27][CH3:28])=[O:12])=[CH:6][CH:7]=1. The yield is 0.940. (4) The reactants are [NH2:1][C:2]1[CH:7]=[CH:6][CH:5]=[CH:4][CH:3]=1.[CH3:8][C:9]([CH3:13])(O)[C:10]#[N:11]. The catalyst is C(OCC)(=O)C. The product is [CH3:8][C:9]([NH:1][C:2]1[CH:7]=[CH:6][CH:5]=[CH:4][CH:3]=1)([CH3:13])[C:10]#[N:11]. The yield is 0.940. (5) The reactants are [CH2:1]1[CH:9]2[N:4]([CH2:5][CH:6]=[C:7]([C:10]3[C:18]4[C:13](=[CH:14][CH:15]=[N:16][CH:17]=4)[NH:12][CH:11]=3)[CH2:8]2)[CH2:3][CH2:2]1.C[Si]([N-][Si](C)(C)C)(C)C.[Na+].[Cl:29][C:30]1[CH:38]=[CH:37][CH:36]=[CH:35][C:31]=1[C:32](Cl)=[O:33]. The catalyst is C1COCC1. The product is [Cl:29][C:30]1[CH:38]=[CH:37][CH:36]=[CH:35][C:31]=1[C:32]([N:12]1[C:13]2[C:18](=[CH:17][N:16]=[CH:15][CH:14]=2)[C:10]([C:7]2[CH2:8][CH:9]3[N:4]([CH2:3][CH2:2][CH2:1]3)[CH2:5][CH:6]=2)=[CH:11]1)=[O:33]. The yield is 0.564. (6) The reactants are CO[C:3](=[O:13])[C:4]1[CH:12]=[CH:11][C:7]([C:8]([OH:10])=[O:9])=[CH:6][CH:5]=1.C1N=CN(C(N2C=NC=C2)=O)C=1.O[NH:27][C:28](=[NH:30])[CH3:29]. The catalyst is ClCCl. The product is [CH3:29][C:28]1[N:30]=[C:3]([C:4]2[CH:5]=[CH:6][C:7]([C:8]([OH:10])=[O:9])=[CH:11][CH:12]=2)[O:13][N:27]=1. The yield is 0.750. (7) The reactants are [CH2:1]([NH:3][C:4]([C:6]1[C:10](Br)=[C:9]([C:12]2[CH:17]=[C:16]([Cl:18])[C:15]([O:19][CH2:20][C:21]3[CH:26]=[CH:25][CH:24]=[CH:23][CH:22]=3)=[CH:14][C:13]=2[O:27][CH2:28][C:29]2[CH:34]=[CH:33][CH:32]=[CH:31][CH:30]=2)[O:8][N:7]=1)=[O:5])[CH3:2].[CH3:35][N:36]1[CH2:41][CH2:40][N:39]([C:42]2[CH:47]=[CH:46][CH:45]=[C:44](B3OC(C)(C)C(C)(C)O3)[CH:43]=2)[CH2:38][CH2:37]1. No catalyst specified. The product is [CH2:1]([NH:3][C:4]([C:6]1[C:10]([C:44]2[CH:45]=[CH:46][CH:47]=[C:42]([N:39]3[CH2:40][CH2:41][N:36]([CH3:35])[CH2:37][CH2:38]3)[CH:43]=2)=[C:9]([C:12]2[CH:17]=[C:16]([Cl:18])[C:15]([O:19][CH2:20][C:21]3[CH:26]=[CH:25][CH:24]=[CH:23][CH:22]=3)=[CH:14][C:13]=2[O:27][CH2:28][C:29]2[CH:34]=[CH:33][CH:32]=[CH:31][CH:30]=2)[O:8][N:7]=1)=[O:5])[CH3:2]. The yield is 0.830. (8) The reactants are S(Cl)([Cl:3])=O.O[CH2:6][C:7]1[CH:8]=[C:9]2[C:13](=[CH:14][CH:15]=1)[N:12]([C:16]1[CH:21]=[C:20]([I:22])[CH:19]=[CH:18][N:17]=1)[N:11]=[C:10]2[C:23]([NH2:25])=[O:24]. The catalyst is ClCCl. The product is [Cl:3][CH2:6][C:7]1[CH:8]=[C:9]2[C:13](=[CH:14][CH:15]=1)[N:12]([C:16]1[CH:21]=[C:20]([I:22])[CH:19]=[CH:18][N:17]=1)[N:11]=[C:10]2[C:23]([NH2:25])=[O:24]. The yield is 0.810. (9) The reactants are Br[C:2]1[CH:3]=[N:4][C:5]2[C:10]([CH:11]=1)=[N:9][CH:8]=[CH:7][C:6]=2[Cl:12].C([Li])CCC.[O:18]=[C:19]1[CH2:24][CH2:23][N:22]([C:25]([O:27][C:28]([CH3:31])([CH3:30])[CH3:29])=[O:26])[CH2:21][CH2:20]1. The catalyst is C1COCC1. The product is [Cl:12][C:6]1[CH:7]=[CH:8][N:9]=[C:10]2[C:5]=1[N:4]=[CH:3][C:2]([C:19]1([OH:18])[CH2:20][CH2:21][N:22]([C:25]([O:27][C:28]([CH3:30])([CH3:29])[CH3:31])=[O:26])[CH2:23][CH2:24]1)=[CH:11]2. The yield is 0.380. (10) The reactants are Cl[S:2]([C:5]1[CH:6]=[C:7]([CH:12]=[CH:13][C:14]=1[O:15][CH:16]1[CH2:18][CH2:17]1)[C:8]([O:10][CH3:11])=[O:9])(=[O:4])=[O:3].[O:19]1[CH2:25][CH:24]([OH:26])[CH2:23][NH:22][CH2:21][CH2:20]1. The product is [CH:16]1([O:15][C:14]2[CH:13]=[CH:12][C:7]([C:8]([O:10][CH3:11])=[O:9])=[CH:6][C:5]=2[S:2]([N:22]2[CH2:23][CH:24]([OH:26])[CH2:25][O:19][CH2:20][CH2:21]2)(=[O:4])=[O:3])[CH2:18][CH2:17]1. The catalyst is CC#N. The yield is 0.578.